This data is from Experimentally validated miRNA-target interactions with 360,000+ pairs, plus equal number of negative samples. The task is: Binary Classification. Given a miRNA mature sequence and a target amino acid sequence, predict their likelihood of interaction. (1) The miRNA is hsa-miR-3620-5p with sequence GUGGGCUGGGCUGGGCUGGGCC. The protein sequence of the target gene is MGTSHQVFLVLSCLLTGPGLISCQLLLPSILPNENEKIVQLNSSFSLRCVGESEVSWQHPMSEEDDPNVEIRSEENNSGLFVTVLEVVNASAAHTGWYTCYYNHTQTDESEIEGRHIYIYVPDPDMAFVPLGMTDSLVIVEEDDSAIIPCRTTDPETQVTLHNNGRLVPASYDSRQGFNGTFSVGPYICEATVKGRTFKTSEFNVYALKATSELNLEMDARQTVYKAGETIVVTCAVFNNEVVDLQWTYPGEVRNKGITMLEEIKLPSIKLVYTLTVPKATVKDSGEYECAARQATKEVK.... Result: 0 (no interaction). (2) The miRNA is cel-miR-58b-3p with sequence AGAGAUCAACCAUUGAGAUCCAA. The protein sequence of the target gene is MAENVVEPGPPSAKRPKLSSPALSASASDGTDFGSLFDLEHDLPDELINSTELGLTNGGDISQLQTSLGIVQDAASKHKQLSELLRSGSSPNLNMGVGGPGQAMASQAQQNSPGLSLINSMVKSPMAQTGLTSPNMGIGSSGPNQGPTQSPAGMMNSPVNQPAMGMNTGMNAGMNPGMLAAGNGQGIMPNQVMNGSIGAGRGRPNMQYPNAGMGNAGSLLTEPLQQGSPQMGGQPGLRGPQPLKMGMMNNPSPYGSPYTQNSGQQIGASGLGLQIQTKTVLPNNLSPFAMDKKAVPGGGM.... Result: 0 (no interaction). (3) The protein sequence of the target gene is MEQEPQNGEPAEIKIIREAYKKAFLFVNKGLNTDELGQKEEAKNYYKQGIGHLLRGISISSKESEHTGPGWESARQMQQKMKETLQNVRTRLEILEKGLATSLQNDLQEVPKLYPEFPPKDMCEKLPEPQSFSSAPQHAEVNGNTSTPSAGAVAAPASLSLPSQSCPAEAPPAYTPQAAEGHYTVSYGTDSGEFSSVGEEFYRNHSQPPPLETLGLDADELILIPNGVQIFFVNPAGEVSAPSYPGYLRIVRFLDNSLDTVLNRPPGFLQVCDWLYPLVPDRSPVLKCTAGAYMFPDTML.... Result: 0 (no interaction). The miRNA is mmu-miR-7054-5p with sequence UAGGAAGGUGGUUGGGCUGAGUACU. (4) The miRNA is hsa-miR-1295b-5p with sequence CACCCAGAUCUGCGGCCUAAU. The protein sequence of the target gene is MNLLPKSSREFGSVDYWEKFFQQRGKKAFEWYGTYLELCGVLHKYIKPREKVLVIGCGNSELSEQLYDVGYRDIVNIDISEVVIKQMKECNATRRPQMSFLKMDMTQMEFPDASFQVVLDKGTLDAVLTDEEEKTLQQVDRMLAEVGRVLQVGGRYLCISLAQAHILKKAVGHFSREGWMVRVHQVANSQDQVLEAEPQFSLPVFAFIMTKFRPVPGSALQIFELCAQEQRKPVRLESAERLAEAVQERQQYAWLCSQLRRKARLGSVSLDLCDGDTGEPRYTLHVVDSPTVKPSRDNHF.... Result: 0 (no interaction). (5) The miRNA is hsa-miR-5581-3p with sequence UUCCAUGCCUCCUAGAAGUUCC. The protein sequence of the target gene is MSEADQALVGPKADEPSPPAEEKDEGGGKEAAADAAPGPSASFRLMVTRREPAVKLQYAVSGLEPLSWSEDHRVSVSTARSVAVLELICDVHNPGQDLVIHRTSVPAPLNSCLLKVGSKTEVAECKEKFASSKDPTISQTFMLDRMFNPEGKALPPMRGFKYTSWSPMGCDANGRCLLAALTMDNRLTVQVNLNRLQWVQLVDLTEIYGDRLYETSYRLSKNEAPEGNLGDFAEFQRRHSMQTPVRMEWSSICTTQQVKHNNECRDVSSVLLAVLFENGNIAVWQFQLPFVGKESISSCN.... Result: 0 (no interaction).